From a dataset of Forward reaction prediction with 1.9M reactions from USPTO patents (1976-2016). Predict the product of the given reaction. Given the reactants C1C=CC2N(O)N=NC=2C=1.[F:11][C:12]1[CH:17]=[CH:16][C:15]([C:18]2[NH:22][C:21](/[CH:23]=[CH:24]/[C:25]3[CH:30]=[CH:29][C:28]([N:31]4[CH:35]=[C:34]([CH3:36])[N:33]=[CH:32]4)=[C:27]([O:37][CH3:38])[CH:26]=3)=[N:20][C:19]=2[C:39]([OH:41])=O)=[CH:14][CH:13]=1.Cl.[Cl:43][CH2:44][CH2:45][NH2:46].C(N(C(C)C)CC)(C)C.O.C(=O)(O)[O-].[Na+], predict the reaction product. The product is: [Cl:43][CH2:44][CH2:45][NH:46][C:39]([C:19]1[N:20]=[C:21](/[CH:23]=[CH:24]/[C:25]2[CH:30]=[CH:29][C:28]([N:31]3[CH:35]=[C:34]([CH3:36])[N:33]=[CH:32]3)=[C:27]([O:37][CH3:38])[CH:26]=2)[NH:22][C:18]=1[C:15]1[CH:16]=[CH:17][C:12]([F:11])=[CH:13][CH:14]=1)=[O:41].